From a dataset of Full USPTO retrosynthesis dataset with 1.9M reactions from patents (1976-2016). Predict the reactants needed to synthesize the given product. The reactants are: OS(O)(=O)=O.[F:6][C:7]1[CH:8]=[C:9]([NH:13][C:14](=[O:21])[CH2:15][CH:16](OC)OC)[CH:10]=[CH:11][CH:12]=1. Given the product [F:6][C:7]1[CH:8]=[C:9]2[C:10]([CH:16]=[CH:15][C:14](=[O:21])[NH:13]2)=[CH:11][CH:12]=1, predict the reactants needed to synthesize it.